From a dataset of Peptide-MHC class I binding affinity with 185,985 pairs from IEDB/IMGT. Regression. Given a peptide amino acid sequence and an MHC pseudo amino acid sequence, predict their binding affinity value. This is MHC class I binding data. (1) The peptide sequence is SEVGICLST. The MHC is Patr-B2401 with pseudo-sequence Patr-B2401. The binding affinity (normalized) is 0.295. (2) The peptide sequence is SVFPFDGTR. The MHC is HLA-B58:01 with pseudo-sequence HLA-B58:01. The binding affinity (normalized) is 0.0847. (3) The peptide sequence is YIYDTAFKY. The MHC is HLA-B15:01 with pseudo-sequence HLA-B15:01. The binding affinity (normalized) is 0.523. (4) The peptide sequence is ELQAGESVK. The MHC is HLA-A11:01 with pseudo-sequence HLA-A11:01. The binding affinity (normalized) is 0.165. (5) The peptide sequence is EVYEGVWKK. The MHC is HLA-A68:01 with pseudo-sequence HLA-A68:01. The binding affinity (normalized) is 0.791. (6) The peptide sequence is VKSLKLLN. The binding affinity (normalized) is 0. The MHC is H-2-Db with pseudo-sequence H-2-Db. (7) The peptide sequence is YHRPLTGYM. The MHC is HLA-B18:01 with pseudo-sequence HLA-B18:01. The binding affinity (normalized) is 0.0847.